Dataset: NCI-60 drug combinations with 297,098 pairs across 59 cell lines. Task: Regression. Given two drug SMILES strings and cell line genomic features, predict the synergy score measuring deviation from expected non-interaction effect. (1) Drug 1: CS(=O)(=O)C1=CC(=C(C=C1)C(=O)NC2=CC(=C(C=C2)Cl)C3=CC=CC=N3)Cl. Synergy scores: CSS=59.2, Synergy_ZIP=11.0, Synergy_Bliss=11.4, Synergy_Loewe=-18.7, Synergy_HSA=12.6. Cell line: SF-539. Drug 2: CC1=C2C(C(=O)C3(C(CC4C(C3C(C(C2(C)C)(CC1OC(=O)C(C(C5=CC=CC=C5)NC(=O)OC(C)(C)C)O)O)OC(=O)C6=CC=CC=C6)(CO4)OC(=O)C)O)C)O. (2) Drug 1: CC1=C2C(C(=O)C3(C(CC4C(C3C(C(C2(C)C)(CC1OC(=O)C(C(C5=CC=CC=C5)NC(=O)OC(C)(C)C)O)O)OC(=O)C6=CC=CC=C6)(CO4)OC(=O)C)OC)C)OC. Drug 2: CCC1(C2=C(COC1=O)C(=O)N3CC4=CC5=C(C=CC(=C5CN(C)C)O)N=C4C3=C2)O.Cl. Cell line: HCT116. Synergy scores: CSS=60.8, Synergy_ZIP=-0.840, Synergy_Bliss=-3.35, Synergy_Loewe=-3.52, Synergy_HSA=1.52. (3) Drug 1: CC1=C(C=C(C=C1)C(=O)NC2=CC(=CC(=C2)C(F)(F)F)N3C=C(N=C3)C)NC4=NC=CC(=N4)C5=CN=CC=C5. Drug 2: CNC(=O)C1=NC=CC(=C1)OC2=CC=C(C=C2)NC(=O)NC3=CC(=C(C=C3)Cl)C(F)(F)F. Cell line: OVCAR-5. Synergy scores: CSS=-5.56, Synergy_ZIP=2.88, Synergy_Bliss=1.38, Synergy_Loewe=-3.37, Synergy_HSA=-3.02. (4) Drug 2: CCCCCOC(=O)NC1=NC(=O)N(C=C1F)C2C(C(C(O2)C)O)O. Synergy scores: CSS=-0.297, Synergy_ZIP=-0.243, Synergy_Bliss=0.963, Synergy_Loewe=-5.34, Synergy_HSA=-4.16. Cell line: KM12. Drug 1: C1CN1P(=S)(N2CC2)N3CC3. (5) Drug 1: C1CCC(CC1)NC(=O)N(CCCl)N=O. Drug 2: CC1C(C(=O)NC(C(=O)N2CCCC2C(=O)N(CC(=O)N(C(C(=O)O1)C(C)C)C)C)C(C)C)NC(=O)C3=C4C(=C(C=C3)C)OC5=C(C(=O)C(=C(C5=N4)C(=O)NC6C(OC(=O)C(N(C(=O)CN(C(=O)C7CCCN7C(=O)C(NC6=O)C(C)C)C)C)C(C)C)C)N)C. Cell line: NCI-H460. Synergy scores: CSS=14.9, Synergy_ZIP=5.84, Synergy_Bliss=12.8, Synergy_Loewe=11.4, Synergy_HSA=11.6. (6) Drug 1: CN(C)C1=NC(=NC(=N1)N(C)C)N(C)C. Drug 2: CC1CCC2CC(C(=CC=CC=CC(CC(C(=O)C(C(C(=CC(C(=O)CC(OC(=O)C3CCCCN3C(=O)C(=O)C1(O2)O)C(C)CC4CCC(C(C4)OC)OCCO)C)C)O)OC)C)C)C)OC. Cell line: KM12. Synergy scores: CSS=3.29, Synergy_ZIP=-10.6, Synergy_Bliss=-22.9, Synergy_Loewe=-18.1, Synergy_HSA=-17.7. (7) Drug 1: CC12CCC3C(C1CCC2=O)CC(=C)C4=CC(=O)C=CC34C. Drug 2: C1CC(=O)NC(=O)C1N2C(=O)C3=CC=CC=C3C2=O. Cell line: MALME-3M. Synergy scores: CSS=31.4, Synergy_ZIP=0.904, Synergy_Bliss=1.26, Synergy_Loewe=1.05, Synergy_HSA=0.589.